From a dataset of Full USPTO retrosynthesis dataset with 1.9M reactions from patents (1976-2016). Predict the reactants needed to synthesize the given product. (1) Given the product [CH2:17]([N:8]1[N:9]([CH3:16])[C:10]([C:12]([CH3:15])([CH3:14])[CH3:13])=[CH:11]/[C:7]/1=[N:6]\[C:4]([C:3]1[CH:21]=[C:22]([C:25]([F:28])([F:27])[F:26])[CH:23]=[CH:24][C:2]=1[CH2:64][CH2:63][C:62]([O:61][CH2:59][CH3:60])=[O:66])=[O:5])[CH2:18][CH2:19][CH3:20], predict the reactants needed to synthesize it. The reactants are: Br[C:2]1[CH:24]=[CH:23][C:22]([C:25]([F:28])([F:27])[F:26])=[CH:21][C:3]=1[C:4](/[N:6]=[C:7]1/[N:8]([CH2:17][CH2:18][CH2:19][CH3:20])[N:9]([CH3:16])[C:10]([C:12]([CH3:15])([CH3:14])[CH3:13])=[CH:11]/1)=[O:5].C1(P(C2CCCCC2)C2C=CC=CC=2C2C(OC)=CC=CC=2OC)CCCCC1.[Br-].[CH2:59]([O:61][C:62](=[O:66])[CH2:63][CH2:64][Zn+])[CH3:60].CO. (2) Given the product [CH2:16]([O:1][C:2]1[CH:9]=[CH:8][CH:7]=[CH:6][C:3]=1[C:4]#[N:5])[CH3:17], predict the reactants needed to synthesize it. The reactants are: [OH:1][C:2]1[CH:9]=[CH:8][CH:7]=[CH:6][C:3]=1[C:4]#[N:5].C(=O)([O-])[O-].[K+].[K+].[CH2:16](Br)[CH3:17]. (3) Given the product [CH3:24][O:23][C:17]1[CH:16]=[C:15]([CH:20]=[CH:19][C:18]=1[O:21][CH3:22])[C:14]([NH:13][C:10]1[CH:9]=[CH:8][C:7]([C:4]([CH3:5])([CH3:6])[CH2:3][CH2:2][NH:1][C:35]([C:28]2[N:29]3[CH:34]=[CH:33][CH:32]=[CH:31][C:30]3=[N:26][CH:27]=2)=[O:36])=[CH:12][CH:11]=1)=[O:25], predict the reactants needed to synthesize it. The reactants are: [NH2:1][CH2:2][CH2:3][C:4]([C:7]1[CH:12]=[CH:11][C:10]([NH:13][C:14](=[O:25])[C:15]2[CH:20]=[CH:19][C:18]([O:21][CH3:22])=[C:17]([O:23][CH3:24])[CH:16]=2)=[CH:9][CH:8]=1)([CH3:6])[CH3:5].[N:26]1[CH:27]=[C:28]([C:35](O)=[O:36])[N:29]2[CH:34]=[CH:33][CH:32]=[CH:31][C:30]=12.C1C=CC2N(O)N=NC=2C=1.C(Cl)CCl. (4) The reactants are: FC(F)(F)C(O)=O.[CH:8]1([CH2:11][CH2:12][O:13][C:14]2[NH:15][C:16]([NH2:25])=[C:17]3[C:21]([N:22]=2)=[N:20][C:19]([O:23][CH3:24])=[N:18]3)[CH2:10][CH2:9]1.Br[CH2:27][CH2:28][C@@H:29]1[CH2:33][CH2:32][O:31][CH2:30]1. Given the product [CH:8]1([CH2:11][CH2:12][O:13][C:14]2[N:22]=[C:21]3[C:17]([N:18]=[C:19]([O:23][CH3:24])[N:20]3[CH2:27][CH2:28][C@@H:29]3[CH2:33][CH2:32][O:31][CH2:30]3)=[C:16]([NH2:25])[N:15]=2)[CH2:10][CH2:9]1, predict the reactants needed to synthesize it. (5) Given the product [CH3:22][O:21][C:16]1[CH:17]=[CH:18][CH:19]=[CH:20][C:15]=1[S:14][C:11]1[CH:12]=[CH:13][C:8]([C:6]2[CH:5]=[CH:4][N:3]=[C:2]([N:30]3[CH2:31][CH2:32][CH:28]([OH:27])[CH2:29]3)[CH:7]=2)=[CH:9][C:10]=1[C:23]([F:26])([F:25])[F:24], predict the reactants needed to synthesize it. The reactants are: Cl[C:2]1[CH:7]=[C:6]([C:8]2[CH:13]=[CH:12][C:11]([S:14][C:15]3[CH:20]=[CH:19][CH:18]=[CH:17][C:16]=3[O:21][CH3:22])=[C:10]([C:23]([F:26])([F:25])[F:24])[CH:9]=2)[CH:5]=[CH:4][N:3]=1.[OH:27][CH:28]1[CH2:32][CH2:31][NH:30][CH2:29]1.O[C@@H]1CCNC1. (6) The reactants are: [CH3:1][C:2]1[CH:3]=[N+:4]([O-:9])[CH:5]=[C:6]([CH3:8])[CH:7]=1.C([Mg]Cl)(C)C.[I:15]I.CCOC(C)=O. Given the product [I:15][C:3]1[C:2]([CH3:1])=[CH:7][C:6]([CH3:8])=[CH:5][N+:4]=1[O-:9], predict the reactants needed to synthesize it. (7) Given the product [CH3:3][CH:4]([OH:19])[CH:5]([OH:18])[C:6]1[N:11]=[C:10]2[C:12]([N:14]=[C:15]([NH2:17])[NH:16][C:9]2=[N:8][CH:7]=1)=[O:13], predict the reactants needed to synthesize it. The reactants are: [N]=O.[CH3:3][CH:4]([OH:19])[CH:5]([OH:18])[CH:6]1[NH:11][C:10]2[C:12]([N:14]=[C:15]([NH2:17])[NH:16][C:9]=2[NH:8][CH2:7]1)=[O:13].